This data is from Peptide-MHC class I binding affinity with 185,985 pairs from IEDB/IMGT. The task is: Regression. Given a peptide amino acid sequence and an MHC pseudo amino acid sequence, predict their binding affinity value. This is MHC class I binding data. (1) The peptide sequence is MVKMGGLGY. The MHC is HLA-A29:02 with pseudo-sequence HLA-A29:02. The binding affinity (normalized) is 0.689. (2) The peptide sequence is GENPTWKQW. The MHC is Mamu-A11 with pseudo-sequence Mamu-A11. The binding affinity (normalized) is 0.440. (3) The peptide sequence is INDDDNPGH. The MHC is HLA-A02:03 with pseudo-sequence HLA-A02:03. The binding affinity (normalized) is 0. (4) The peptide sequence is RGPYRAFATI. The MHC is H-2-Dd with pseudo-sequence H-2-Dd. The binding affinity (normalized) is 0.933.